Dataset: Forward reaction prediction with 1.9M reactions from USPTO patents (1976-2016). Task: Predict the product of the given reaction. Given the reactants O[C:2]1[CH:17]=[C:16]([OH:18])[CH:15]=[CH:14][C:3]=1[C:4]([C:6]1[CH:11]=[CH:10][C:9]([OH:12])=[CH:8][C:7]=1[OH:13])=O.C([O-])(=O)C.[Na+].[OH:24][CH2:25][CH2:26][NH:27][NH2:28], predict the reaction product. The product is: [OH:18][C:16]1[CH:17]=[C:2]2[C:3]([C:4]([C:6]3[CH:11]=[CH:10][C:9]([OH:12])=[CH:8][C:7]=3[OH:13])=[N:28][N:27]2[CH2:26][CH2:25][OH:24])=[CH:14][CH:15]=1.